This data is from Reaction yield outcomes from USPTO patents with 853,638 reactions. The task is: Predict the reaction yield, written as a fraction of the theoretical maximum amount of product (1.0 means a 100% yield; for example, 0.34 means a 34% yield). (1) The catalyst is C(Cl)Cl. The yield is 0.900. The product is [F:1][C:2]1[CH:19]=[C:18]([N+:20]([O-:22])=[O:21])[CH:17]=[CH:16][C:3]=1[O:4][C:5]1[CH:10]=[CH:9][N:8]=[C:7]2[CH:11]=[C:12]([S:14]([CH3:15])=[O:31])[S:13][C:6]=12. The reactants are [F:1][C:2]1[CH:19]=[C:18]([N+:20]([O-:22])=[O:21])[CH:17]=[CH:16][C:3]=1[O:4][C:5]1[CH:10]=[CH:9][N:8]=[C:7]2[CH:11]=[C:12]([S:14][CH3:15])[S:13][C:6]=12.C1C=C(Cl)C=C(C(OO)=[O:31])C=1.O. (2) The reactants are C([N:8]([CH:18]1[CH2:22][CH2:21][CH2:20][CH2:19]1)[CH2:9][C:10]([F:17])([CH3:16])[C:11]([O:13][CH2:14][CH3:15])=[O:12])C1C=CC=CC=1.C(O)(C(F)(F)F)=O. The catalyst is C(O)C.[OH-].[OH-].[Pd+2]. The product is [CH:18]1([NH:8][CH2:9][C:10]([F:17])([CH3:16])[C:11]([O:13][CH2:14][CH3:15])=[O:12])[CH2:19][CH2:20][CH2:21][CH2:22]1. The yield is 0.850.